This data is from Catalyst prediction with 721,799 reactions and 888 catalyst types from USPTO. The task is: Predict which catalyst facilitates the given reaction. (1) Reactant: [I-].[Cl:2][C:3]1[CH:4]=[CH:5][C:6]2[NH:12][C:11]3[CH:13]=[CH:14][CH:15]=[CH:16][C:10]=3[C:9]([N:17]3[CH2:22][CH2:21][N:20]([C:23]([C:25]4[CH2:26][N:27]([CH3:31])[CH:28]=[CH:29][CH:30]=4)=[O:24])[CH2:19][CH2:18]3)=[N:8][C:7]=2[CH:32]=1.C(=O)(O)[O-].[Na+].S(S([O-])=O)([O-])=O.[Na+].[Na+]. Product: [Cl:2][C:3]1[CH:4]=[CH:5][C:6]2[NH:12][C:11]3[CH:13]=[CH:14][CH:15]=[CH:16][C:10]=3[C:9]([N:17]3[CH2:18][CH2:19][N:20]([C:23]([C:25]4[CH2:30][CH:29]=[CH:28][N:27]([CH3:31])[CH:26]=4)=[O:24])[CH2:21][CH2:22]3)=[N:8][C:7]=2[CH:32]=1. The catalyst class is: 40. (2) Reactant: [CH3:1][O:2][C:3]1[CH:4]=[C:5]([CH:26]=[CH:27][C:28]=1[N+:29]([O-:31])=[O:30])[C:6]([C:8]1[N:16]2[C:11]([CH:12]=[CH:13][CH:14]=[CH:15]2)=[C:10]([NH:17][C:18](=[O:24])[O:19][C:20]([CH3:23])([CH3:22])[CH3:21])[C:9]=1[CH3:25])=[O:7].[H-].[Na+].CI.[C:36](=O)(O)[O-].[Na+]. Product: [CH3:1][O:2][C:3]1[CH:4]=[C:5]([CH:26]=[CH:27][C:28]=1[N+:29]([O-:31])=[O:30])[C:6]([C:8]1[N:16]2[C:11]([CH:12]=[CH:13][CH:14]=[CH:15]2)=[C:10]([N:17]([CH3:36])[C:18](=[O:24])[O:19][C:20]([CH3:23])([CH3:21])[CH3:22])[C:9]=1[CH3:25])=[O:7]. The catalyst class is: 7. (3) Reactant: [Br:1]N1C(=O)CCC1=O.[F:9][C:10]1[CH:11]=[C:12]([N:18]2[CH:22]=[CH:21][CH:20]=[N:19]2)[CH:13]=[CH:14][C:15]=1[O:16][CH3:17]. Product: [Br:1][C:21]1[CH:20]=[N:19][N:18]([C:12]2[CH:13]=[CH:14][C:15]([O:16][CH3:17])=[C:10]([F:9])[CH:11]=2)[CH:22]=1. The catalyst class is: 1. (4) Reactant: C[O:2][C:3](=[O:42])[C:4]1[CH:9]=[CH:8][C:7]([O:10][CH2:11][CH2:12][CH2:13][O:14]/[N:15]=[CH:16]/[C:17]2[CH:22]=[CH:21][C:20]([C:23]([CH3:26])([CH3:25])[CH3:24])=[CH:19][CH:18]=2)=[CH:6][C:5]=1[NH:27][C:28]([C:30]1[CH:35]=[CH:34][C:33]([C:36]2[CH:41]=[CH:40][CH:39]=[CH:38][CH:37]=2)=[CH:32][CH:31]=1)=[O:29].[OH-].[K+]. Product: [C:33]1([C:36]2[CH:41]=[CH:40][CH:39]=[CH:38][CH:37]=2)[CH:34]=[CH:35][C:30]([C:28]([NH:27][C:5]2[CH:6]=[C:7]([O:10][CH2:11][CH2:12][CH2:13][O:14]/[N:15]=[CH:16]/[C:17]3[CH:18]=[CH:19][C:20]([C:23]([CH3:26])([CH3:24])[CH3:25])=[CH:21][CH:22]=3)[CH:8]=[CH:9][C:4]=2[C:3]([OH:42])=[O:2])=[O:29])=[CH:31][CH:32]=1. The catalyst class is: 36. (5) Reactant: [C:1]([O:4][CH2:5][C:6]1[CH:7]=[C:8]2[C:12](=[CH:13][C:14]=1[N+:15]([O-])=O)[N:11]([C:18]([C:31]1[CH:36]=[CH:35][CH:34]=[CH:33][CH:32]=1)([C:25]1[CH:30]=[CH:29][CH:28]=[CH:27][CH:26]=1)[C:19]1[CH:24]=[CH:23][CH:22]=[CH:21][CH:20]=1)[N:10]=[C:9]2[Br:37])(=[O:3])[CH3:2].[O-]S(S([O-])=O)=O.[Na+].[Na+]. Product: [C:1]([O:4][CH2:5][C:6]1[CH:7]=[C:8]2[C:12](=[CH:13][C:14]=1[NH2:15])[N:11]([C:18]([C:31]1[CH:32]=[CH:33][CH:34]=[CH:35][CH:36]=1)([C:25]1[CH:26]=[CH:27][CH:28]=[CH:29][CH:30]=1)[C:19]1[CH:24]=[CH:23][CH:22]=[CH:21][CH:20]=1)[N:10]=[C:9]2[Br:37])(=[O:3])[CH3:2]. The catalyst class is: 14. (6) Reactant: [CH3:1][N:2]([CH3:26])[CH2:3][CH2:4][NH:5][CH2:6][C:7]1[CH:8]=[C:9]([C:13]2[O:14][C:15]3[C:21]([C:22](OC)=[O:23])=[CH:20][CH:19]=[CH:18][C:16]=3[N:17]=2)[CH:10]=[CH:11][CH:12]=1.O.[NH4+:28]. Product: [CH3:1][N:2]([CH3:26])[CH2:3][CH2:4][NH:5][CH2:6][C:7]1[CH:8]=[C:9]([C:13]2[O:14][C:15]3[C:21]([C:22]([NH2:28])=[O:23])=[CH:20][CH:19]=[CH:18][C:16]=3[N:17]=2)[CH:10]=[CH:11][CH:12]=1. The catalyst class is: 8. (7) Reactant: [CH:1]1([N:5]2[C:9](=[O:10])[C:8]([NH:11]C(=O)OC(C)(C)C)=[C:7]([CH3:19])[N:6]2[CH3:20])[CH2:4][CH2:3][CH2:2]1.S(=O)(=O)(O)O. Product: [NH2:11][C:8]1[C:9](=[O:10])[N:5]([CH:1]2[CH2:2][CH2:3][CH2:4]2)[N:6]([CH3:20])[C:7]=1[CH3:19]. The catalyst class is: 34.